This data is from Reaction yield outcomes from USPTO patents with 853,638 reactions. The task is: Predict the reaction yield, written as a fraction of the theoretical maximum amount of product (1.0 means a 100% yield; for example, 0.34 means a 34% yield). The reactants are [OH:1][C:2]1[CH:7]=[CH:6][C:5]([C:8]2[O:12][C:11]([CH3:14])([CH3:13])[C:10](=[O:15])[C:9]=2[C:16]2[CH:21]=[CH:20][C:19]([O:22][CH3:23])=[CH:18][CH:17]=2)=[CH:4][CH:3]=1.C([O-])([O-])=O.[K+].[K+].Cl[CH2:31][C:32]1[CH:41]=[CH:40][C:39]2[C:34](=[CH:35][CH:36]=[CH:37][CH:38]=2)[N:33]=1. The catalyst is C(#N)C. The product is [CH3:23][O:22][C:19]1[CH:18]=[CH:17][C:16]([C:9]2[C:10](=[O:15])[C:11]([CH3:13])([CH3:14])[O:12][C:8]=2[C:5]2[CH:4]=[CH:3][C:2]([O:1][CH2:31][C:32]3[CH:41]=[CH:40][C:39]4[C:34](=[CH:35][CH:36]=[CH:37][CH:38]=4)[N:33]=3)=[CH:7][CH:6]=2)=[CH:21][CH:20]=1. The yield is 0.580.